This data is from Full USPTO retrosynthesis dataset with 1.9M reactions from patents (1976-2016). The task is: Predict the reactants needed to synthesize the given product. (1) Given the product [CH3:1][C:2]1[C:11]2[C:6](=[CH:7][CH:8]=[CH:9][CH:10]=2)[C:5]([C:12]([NH:15][C:16]2[C:17]([C:22]([O:24][CH3:25])=[O:23])=[N:18][CH:19]=[CH:20][N:21]=2)=[O:13])=[CH:4][CH:3]=1, predict the reactants needed to synthesize it. The reactants are: [CH3:1][C:2]1[C:11]2[C:6](=[CH:7][CH:8]=[CH:9][CH:10]=2)[C:5]([C:12](Cl)=[O:13])=[CH:4][CH:3]=1.[NH2:15][C:16]1[C:17]([C:22]([O:24][CH3:25])=[O:23])=[N:18][CH:19]=[CH:20][N:21]=1. (2) Given the product [CH:20]1([C@@H:23]([NH:25][C:2]2[N:7]=[C:6]([N:8]3[C@H:12]([C:13]4[CH:18]=[CH:17][CH:16]=[CH:15][CH:14]=4)[CH2:11][O:10][C:9]3=[O:19])[CH:5]=[CH:4][N:3]=2)[CH3:24])[CH2:22][CH2:21]1, predict the reactants needed to synthesize it. The reactants are: Cl[C:2]1[N:7]=[C:6]([N:8]2[C@H:12]([C:13]3[CH:18]=[CH:17][CH:16]=[CH:15][CH:14]=3)[CH2:11][O:10][C:9]2=[O:19])[CH:5]=[CH:4][N:3]=1.[CH:20]1([C@@H:23]([NH2:25])[CH3:24])[CH2:22][CH2:21]1. (3) The reactants are: [CH3:1][O:2][C:3]1[CH:12]=[C:11]([O:13][C@H:14]2[C@@H:19]3[O:20]C(=O)[O:22][C@@H:18]3[C@@H:17]([O:24][CH3:25])[C:16]([CH3:27])([CH3:26])[O:15]2)[C:10]([CH3:28])=[C:9]2[C:4]=1[CH:5]=[C:6]([NH:30][C:31](=[O:40])OCC1C=CC=CC=1)[C:7](=[O:29])[O:8]2.CCN=C=NCCCN(C)C.[CH3:52][O:53][C:54]1[CH:55]=[C:56]([C:60]2[C:65]([O:66][CH3:67])=[CH:64][CH:63]=[C:62](C(O)=O)[CH:61]=2)[CH:57]=[CH:58][CH:59]=1.C(=O)([O-])[O-]. Given the product [OH:20][C@@H:19]1[C@H:18]([OH:22])[C@@H:17]([O:24][CH3:25])[C:16]([CH3:26])([CH3:27])[O:15][C@H:14]1[O:13][C:11]1[C:10]([CH3:28])=[C:9]2[C:4]([CH:5]=[C:6]([NH:30][C:31]([C:62]3[CH:61]=[C:60]([C:56]4[CH:57]=[CH:58][CH:59]=[C:54]([O:53][CH3:52])[CH:55]=4)[C:65]([O:66][CH3:67])=[CH:64][CH:63]=3)=[O:40])[C:7](=[O:29])[O:8]2)=[C:3]([O:2][CH3:1])[CH:12]=1, predict the reactants needed to synthesize it. (4) Given the product [Cl:1][C:2]1[C:12]2[O:11][CH2:10][CH2:9][C@H:8]3[CH2:13][N:14]([C:24]([O:26][C:27]([CH3:30])([CH3:29])[CH3:28])=[O:25])[CH2:15][CH2:16][N:7]3[C:6]=2[CH:5]=[CH:4][CH:3]=1, predict the reactants needed to synthesize it. The reactants are: [Cl:1][C:2]1[C:12]2[O:11][CH2:10][CH2:9][C@H:8]3[CH2:13][NH:14][CH2:15][CH2:16][N:7]3[C:6]=2[CH:5]=[CH:4][CH:3]=1.C(N(CC)CC)C.[C:24](O[C:24]([O:26][C:27]([CH3:30])([CH3:29])[CH3:28])=[O:25])([O:26][C:27]([CH3:30])([CH3:29])[CH3:28])=[O:25]. (5) Given the product [C:16]([O:20][C:21]([N:23]1[CH:24]([CH2:30][C:31]2[CH:36]=[CH:35][C:34]([F:37])=[CH:33][CH:32]=2)[CH2:25][C:26](=[O:29])[CH2:27][CH:28]1[CH2:4][CH3:3])=[O:22])([CH3:19])([CH3:17])[CH3:18], predict the reactants needed to synthesize it. The reactants are: N#N.[CH3:3][CH2:4][Mg+].[Br-].B(F)(F)F.CCOCC.[C:16]([O:20][C:21]([N:23]1[CH:28]=[CH:27][C:26](=[O:29])[CH2:25][CH:24]1[CH2:30][C:31]1[CH:36]=[CH:35][C:34]([F:37])=[CH:33][CH:32]=1)=[O:22])([CH3:19])([CH3:18])[CH3:17].